Dataset: Forward reaction prediction with 1.9M reactions from USPTO patents (1976-2016). Task: Predict the product of the given reaction. (1) The product is: [CH2:6]([C:5]([S:9]([C:12]1[CH:17]=[CH:16][C:15]([O:18][CH3:19])=[CH:14][CH:13]=1)(=[O:11])=[O:10])([CH2:20][CH:21]=[CH2:22])[C:4]([OH:23])=[O:3])[CH:7]=[CH2:8]. Given the reactants C([O:3][C:4](=[O:23])[C:5]([CH2:20][CH:21]=[CH2:22])([S:9]([C:12]1[CH:17]=[CH:16][C:15]([O:18][CH3:19])=[CH:14][CH:13]=1)(=[O:11])=[O:10])[CH2:6][CH:7]=[CH2:8])C, predict the reaction product. (2) Given the reactants [CH3:1][O:2][C:3](=[O:12])[C:4]1[C:9]([CH3:10])=[CH:8][CH:7]=[CH:6][C:5]=1[I:11].[Br:13]NC(=O)CCC(N)=O.C(OOC(=O)C1C=CC=CC=1)(=O)C1C=CC=CC=1, predict the reaction product. The product is: [CH3:1][O:2][C:3](=[O:12])[C:4]1[C:5]([I:11])=[CH:6][CH:7]=[CH:8][C:9]=1[CH2:10][Br:13]. (3) Given the reactants [Br:1][C:2]1[CH:7]=[CH:6][N:5]=[C:4]([NH2:8])[CH:3]=1.Br[CH2:10][C:11]([C:13]1[CH:18]=[CH:17][C:16]([O:19][CH3:20])=[CH:15][CH:14]=1)=O, predict the reaction product. The product is: [Br:1][C:2]1[CH:7]=[CH:6][N:5]2[CH:10]=[C:11]([C:13]3[CH:18]=[CH:17][C:16]([O:19][CH3:20])=[CH:15][CH:14]=3)[N:8]=[C:4]2[CH:3]=1.